Dataset: Catalyst prediction with 721,799 reactions and 888 catalyst types from USPTO. Task: Predict which catalyst facilitates the given reaction. (1) Reactant: N#N.[C:3]1([Ge:9]([C:17]2[CH:22]=[CH:21][CH:20]=[CH:19][CH:18]=2)([C:11]2[CH:16]=[CH:15][CH:14]=[CH:13][CH:12]=2)Cl)[CH:8]=[CH:7][CH:6]=[CH:5][CH:4]=1.[CH2:23]([Mg]Br)[CH:24]=[CH2:25]. Product: [CH2:25]([Ge:9]([C:17]1[CH:22]=[CH:21][CH:20]=[CH:19][CH:18]=1)([C:11]1[CH:16]=[CH:15][CH:14]=[CH:13][CH:12]=1)[C:3]1[CH:8]=[CH:7][CH:6]=[CH:5][CH:4]=1)[CH:24]=[CH2:23]. The catalyst class is: 775. (2) Reactant: [CH2:1]([N:4]1[C:8]([C:9](OC)=[O:10])=[CH:7][C:6]([O:13][CH2:14][C:15]2[CH:24]=[CH:23][C:22]3[C:17](=[CH:18][CH:19]=[CH:20][CH:21]=3)[N:16]=2)=[N:5]1)[CH2:2][CH3:3].[H-].[Al+3].[Li+].[H-].[H-].[H-].C(O)C.O. Product: [CH2:1]([N:4]1[C:8]([CH2:9][OH:10])=[CH:7][C:6]([O:13][CH2:14][C:15]2[CH:24]=[CH:23][C:22]3[C:17](=[CH:18][CH:19]=[CH:20][CH:21]=3)[N:16]=2)=[N:5]1)[CH2:2][CH3:3]. The catalyst class is: 7. (3) The catalyst class is: 7. Reactant: C(OC(=O)[NH:7][C@H:8]1[CH2:12][C:11](=[O:13])[N:10]([C:14]2[CH:15]=[CH:16][C:17]3[O:22][CH2:21][C:20](=[O:23])[N:19](COC)[C:18]=3[CH:27]=2)[CH2:9]1)(C)(C)C.Cl.C(=O)([O-])O.[Na+]. Product: [NH2:7][C@@H:8]1[CH2:9][N:10]([C:14]2[CH:15]=[CH:16][C:17]3[O:22][CH2:21][C:20](=[O:23])[NH:19][C:18]=3[CH:27]=2)[C:11](=[O:13])[CH2:12]1.